From a dataset of Reaction yield outcomes from USPTO patents with 853,638 reactions. Predict the reaction yield, written as a fraction of the theoretical maximum amount of product (1.0 means a 100% yield; for example, 0.34 means a 34% yield). The reactants are [N:1]1([C:7]2[N:12]=[C:11]([N:13]3[CH:18]4[CH2:19][CH2:20][CH:14]3[CH2:15][O:16][CH2:17]4)[N:10]=[C:9]([C:21]3[CH:27]=[CH:26][C:24]([NH2:25])=[CH:23][CH:22]=3)[N:8]=2)[CH2:6][CH2:5][O:4][CH2:3][CH2:2]1.ClC(Cl)(O[C:32](=[O:38])OC(Cl)(Cl)Cl)Cl.[NH2:40][C:41]1[CH:46]=[CH:45][C:44]([CH3:47])=[CH:43][CH:42]=1. No catalyst specified. The product is [CH3:47][C:44]1[CH:45]=[CH:46][C:41]([NH:40][C:32]([NH:25][C:24]2[CH:26]=[CH:27][C:21]([C:9]3[N:8]=[C:7]([N:1]4[CH2:2][CH2:3][O:4][CH2:5][CH2:6]4)[N:12]=[C:11]([N:13]4[CH:14]5[CH2:20][CH2:19][CH:18]4[CH2:17][O:16][CH2:15]5)[N:10]=3)=[CH:22][CH:23]=2)=[O:38])=[CH:42][CH:43]=1. The yield is 0.310.